This data is from Full USPTO retrosynthesis dataset with 1.9M reactions from patents (1976-2016). The task is: Predict the reactants needed to synthesize the given product. (1) Given the product [C:21]([C:20]1[CH:23]=[CH:24][C:25]2[N:26]=[C:15]([C:13]3[CH:12]=[CH:11][CH:10]=[C:9]([C:6]4[CH:7]=[CH:8][C:3]([C:1]#[N:2])=[CH:4][CH:5]=4)[N:14]=3)[NH:17][C:18]=2[CH:19]=1)#[N:22], predict the reactants needed to synthesize it. The reactants are: [C:1]([C:3]1[CH:8]=[CH:7][C:6]([C:9]2[N:14]=[C:13]([CH:15]=O)[CH:12]=[CH:11][CH:10]=2)=[CH:5][CH:4]=1)#[N:2].[NH2:17][C:18]1[CH:19]=[C:20]([CH:23]=[CH:24][C:25]=1[NH2:26])[C:21]#[N:22].C1(=O)C=CC(=O)C=C1. (2) Given the product [CH:1]1([C:6]2[C:8]3[CH2:13][N:12]([C:14]([O:16][C:17]([CH3:20])([CH3:19])[CH3:18])=[O:15])[C@H:11]([CH3:21])[CH2:10][C:9]=3[NH:24][N:23]=2)[CH2:5][CH2:4][CH2:3][CH2:2]1, predict the reactants needed to synthesize it. The reactants are: [CH:1]1([C:6]([CH:8]2[CH2:13][N:12]([C:14]([O:16][C:17]([CH3:20])([CH3:19])[CH3:18])=[O:15])[C@H:11]([CH3:21])[CH2:10][C:9]2=O)=O)[CH2:5][CH2:4][CH2:3][CH2:2]1.[NH2:23][NH2:24].O.